From a dataset of Reaction yield outcomes from USPTO patents with 853,638 reactions. Predict the reaction yield, written as a fraction of the theoretical maximum amount of product (1.0 means a 100% yield; for example, 0.34 means a 34% yield). (1) The yield is 0.240. The reactants are [CH3:1][NH:2][C:3]([C:5]1[C:9]2[CH:10]=[C:11](B3OC(C)(C)C(C)(C)O3)[C:12]([N:14]([CH3:19])[S:15]([CH3:18])(=[O:17])=[O:16])=[CH:13][C:8]=2[O:7][C:6]=1[N:29]1[CH:34]=[CH:33][C:32]([CH3:35])=[CH:31][C:30]1=[O:36])=[O:4].Cl[C:38]1[CH:47]=[CH:46][C:45]2[CH2:44][CH2:43][N:42]3[C:48]4[CH:49]=[CH:50][CH:51]=[C:52]([F:55])[C:53]=4[CH:54]=[C:41]3[C:40]=2[N:39]=1.C([O-])([O-])=O.[K+].[K+].CC(C1C=C(C(C)C)C(C2C=CC=CC=2P(C2CCCCC2)C2CCCCC2)=C(C(C)C)C=1)C. The catalyst is O1CCOCC1.O.C1C=CC(/C=C/C(/C=C/C2C=CC=CC=2)=O)=CC=1.C1C=CC(/C=C/C(/C=C/C2C=CC=CC=2)=O)=CC=1.C1C=CC(/C=C/C(/C=C/C2C=CC=CC=2)=O)=CC=1.[Pd].[Pd]. The product is [F:55][C:52]1[C:53]2[CH:54]=[C:41]3[C:40]4[N:39]=[C:38]([C:11]5[C:12]([N:14]([CH3:19])[S:15]([CH3:18])(=[O:16])=[O:17])=[CH:13][C:8]6[O:7][C:6]([N:29]7[CH:34]=[CH:33][C:32]([CH3:35])=[CH:31][C:30]7=[O:36])=[C:5]([C:3]([NH:2][CH3:1])=[O:4])[C:9]=6[CH:10]=5)[CH:47]=[CH:46][C:45]=4[CH2:44][CH2:43][N:42]3[C:48]=2[CH:49]=[CH:50][CH:51]=1. (2) The reactants are Cl[C:2]1[N:7]=[N:6][C:5]([O:8][C:9]2[CH:14]=[CH:13][CH:12]=[CH:11][C:10]=2[CH3:15])=[C:4]([O:16][CH3:17])[CH:3]=1.[CH2:18]([Sn](CCCC)(CCCC)CCCC)[CH:19]=[CH2:20].C(OCC)(=O)C.[F-].[Na+]. The catalyst is C1(C)C=CC=CC=1.C1C=CC([P]([Pd]([P](C2C=CC=CC=2)(C2C=CC=CC=2)C2C=CC=CC=2)([P](C2C=CC=CC=2)(C2C=CC=CC=2)C2C=CC=CC=2)[P](C2C=CC=CC=2)(C2C=CC=CC=2)C2C=CC=CC=2)(C2C=CC=CC=2)C2C=CC=CC=2)=CC=1.O. The product is [CH2:20]([C:2]1[N:7]=[N:6][C:5]([O:8][C:9]2[CH:14]=[CH:13][CH:12]=[CH:11][C:10]=2[CH3:15])=[C:4]([O:16][CH3:17])[CH:3]=1)[CH:19]=[CH2:18]. The yield is 0.305.